Dataset: Full USPTO retrosynthesis dataset with 1.9M reactions from patents (1976-2016). Task: Predict the reactants needed to synthesize the given product. Given the product [C:37]([O:13][CH:12]([C:4]1[C:5]2[CH:6]3[CH2:11][CH:9]([CH2:8][CH2:7]3)[C:10]=2[N:2]([CH3:1])[N:3]=1)[C:15]1([Br:14])[C:21](=[O:22])[N:20]2[C@@H:16]1[S:17][CH:18]=[C:19]2[C:23]([O:25][CH2:26][C:27]1[CH:32]=[CH:31][C:30]([N+:33]([O-:35])=[O:34])=[CH:29][CH:28]=1)=[O:24])(=[O:38])[CH3:36], predict the reactants needed to synthesize it. The reactants are: [CH3:1][N:2]1[C:10]2[CH:9]3[CH2:11][CH:6]([CH2:7][CH2:8]3)[C:5]=2[C:4]([CH:12]=[O:13])=[N:3]1.[Br:14][C@H:15]1[C:21](=[O:22])[N:20]2[C@@H:16]1[S:17][CH:18]=[C:19]2[C:23]([O:25][CH2:26][C:27]1[CH:32]=[CH:31][C:30]([N+:33]([O-:35])=[O:34])=[CH:29][CH:28]=1)=[O:24].[CH3:36][CH2:37][O:38]CC.[Mg+2].[Br-].[Br-].CCN(CC)CC.[Al].C(OC(=O)C)(=O)C.